From a dataset of Peptide-MHC class I binding affinity with 185,985 pairs from IEDB/IMGT. Regression. Given a peptide amino acid sequence and an MHC pseudo amino acid sequence, predict their binding affinity value. This is MHC class I binding data. (1) The peptide sequence is KARNIISPV. The MHC is HLA-B15:01 with pseudo-sequence HLA-B15:01. The binding affinity (normalized) is 0.0847. (2) The peptide sequence is LLDVPTAAV. The MHC is HLA-A02:01 with pseudo-sequence HLA-A02:01. The binding affinity (normalized) is 0.787. (3) The MHC is HLA-B40:01 with pseudo-sequence HLA-B40:01. The peptide sequence is GEVRGYLVK. The binding affinity (normalized) is 0.0847. (4) The binding affinity (normalized) is 0.670. The MHC is HLA-A02:01 with pseudo-sequence HLA-A02:01. The peptide sequence is KMCTVSDYI. (5) The peptide sequence is YFGDFDSVI. The MHC is Patr-B0101 with pseudo-sequence Patr-B0101. The binding affinity (normalized) is 0.141.